Task: Predict the product of the given reaction.. Dataset: Forward reaction prediction with 1.9M reactions from USPTO patents (1976-2016) The product is: [Cl:45][C:42]1[CH:43]=[C:44]2[C:39](=[C:40]([Cl:46])[CH:41]=1)[CH2:38][N:37]([CH3:47])[CH2:36][CH:35]2[C:31]1[CH:30]=[C:29]([S:26]([NH:25][CH2:24][CH2:23][O:22][CH2:21][CH2:20][O:19][CH2:18][CH2:17][O:16][CH2:15][CH2:14][NH:13][C:5](=[O:7])[C:4]2[CH:8]=[CH:9][CH:10]=[C:2]([C:1]([NH:13][CH2:14][CH2:15][O:16][CH2:17][CH2:18][O:19][CH2:20][CH2:21][O:22][CH2:23][CH2:24][NH:25][S:26]([C:29]3[CH:34]=[CH:33][CH:32]=[C:31]([CH:35]4[C:44]5[C:39](=[C:40]([Cl:46])[CH:41]=[C:42]([Cl:45])[CH:43]=5)[CH2:38][N:37]([CH3:47])[CH2:36]4)[CH:30]=3)(=[O:28])=[O:27])=[O:12])[CH:3]=2)(=[O:28])=[O:27])[CH:34]=[CH:33][CH:32]=1. Given the reactants [C:1]([OH:12])(=O)[C:2]1[CH:10]=[CH:9][CH:8]=[C:4]([C:5]([OH:7])=O)[CH:3]=1.[NH2:13][CH2:14][CH2:15][O:16][CH2:17][CH2:18][O:19][CH2:20][CH2:21][O:22][CH2:23][CH2:24][NH:25][S:26]([C:29]1[CH:34]=[CH:33][CH:32]=[C:31]([CH:35]2[C:44]3[C:39](=[C:40]([Cl:46])[CH:41]=[C:42]([Cl:45])[CH:43]=3)[CH2:38][N:37]([CH3:47])[CH2:36]2)[CH:30]=1)(=[O:28])=[O:27], predict the reaction product.